Predict the reactants needed to synthesize the given product. From a dataset of Full USPTO retrosynthesis dataset with 1.9M reactions from patents (1976-2016). (1) Given the product [C:25]([O:24][C:22](=[O:23])[CH2:21][N:17]1[C:18]2[C:14](=[CH:13][C:12]([Cl:11])=[CH:20][CH:19]=2)[C:15]2([C:33](=[O:34])[N:32]([CH2:2][C:3]3[N:4]=[C:5]([CH:8]([CH3:10])[CH3:9])[S:6][CH:7]=3)[C:31](=[O:35])[N:30]2[CH3:36])[C:16]1=[O:29])([CH3:28])([CH3:26])[CH3:27], predict the reactants needed to synthesize it. The reactants are: Cl[CH2:2][C:3]1[N:4]=[C:5]([CH:8]([CH3:10])[CH3:9])[S:6][CH:7]=1.[Cl:11][C:12]1[CH:13]=[C:14]2[C:18](=[CH:19][CH:20]=1)[N:17]([CH2:21][C:22]([O:24][C:25]([CH3:28])([CH3:27])[CH3:26])=[O:23])[C:16](=[O:29])[C:15]12[C:33](=[O:34])[NH:32][C:31](=[O:35])[N:30]1[CH3:36].C(=O)([O-])O.[Na+].[I-].[K+]. (2) Given the product [CH:14]([NH:12][C:10]1[CH:9]=[N:8][N:7]([C:3]2[CH:2]=[N:1][CH:6]=[CH:5][CH:4]=2)[CH:11]=1)([CH3:16])[CH3:13], predict the reactants needed to synthesize it. The reactants are: [N:1]1[CH:6]=[CH:5][CH:4]=[C:3]([N:7]2[CH:11]=[C:10]([NH2:12])[CH:9]=[N:8]2)[CH:2]=1.[CH3:13][C:14]([CH3:16])=O.FC(F)(F)C(O)=O.C(O[BH-](OC(=O)C)OC(=O)C)(=O)C.[Na+]. (3) Given the product [Br:10][CH2:11][CH2:12][CH2:13][O:9][C:3]1[C:2]([Cl:1])=[CH:7][CH:6]=[CH:5][C:4]=1[Cl:8], predict the reactants needed to synthesize it. The reactants are: [Cl:1][C:2]1[CH:7]=[CH:6][CH:5]=[C:4]([Cl:8])[C:3]=1[OH:9].[Br:10][CH2:11][CH2:12][CH2:13]Br.[OH-].[Na+]. (4) Given the product [Br:32][C:6]1[C:2]([CH3:1])=[N:3][O:4][C:5]=1[NH:7][S:8]([C:11]1[CH:12]=[CH:13][C:14]([C:17]2[CH:22]=[CH:21][C:20]([O:23][CH3:24])=[CH:19][CH:18]=2)=[CH:15][CH:16]=1)(=[O:10])=[O:9], predict the reactants needed to synthesize it. The reactants are: [CH3:1][C:2]1[CH:6]=[C:5]([NH:7][S:8]([C:11]2[CH:16]=[CH:15][C:14]([C:17]3[CH:22]=[CH:21][C:20]([O:23][CH3:24])=[CH:19][CH:18]=3)=[CH:13][CH:12]=2)(=[O:10])=[O:9])[O:4][N:3]=1.C1C(=O)N([Br:32])C(=O)C1. (5) Given the product [Cl:1][C:2]1[CH:7]=[CH:6][C:5]([C@H:8]2[C@@H:13]([C:14]3[CH:19]=[CH:18][C:17]([Cl:20])=[CH:16][CH:15]=3)[N:12]([C@H:21]([CH2:27][CH2:28][CH3:29])[C:22]([O:24][CH2:25][CH3:26])=[O:23])[C:11](=[O:30])[C@H:10]([CH2:32][C:33]3[CH:40]=[CH:39][C:38]([S:41][CH3:42])=[CH:37][C:34]=3[C:35]#[N:36])[O:9]2)=[CH:4][CH:3]=1, predict the reactants needed to synthesize it. The reactants are: [Cl:1][C:2]1[CH:7]=[CH:6][C:5]([C@H:8]2[C@@H:13]([C:14]3[CH:19]=[CH:18][C:17]([Cl:20])=[CH:16][CH:15]=3)[N:12]([C@H:21]([CH2:27][CH2:28][CH3:29])[C:22]([O:24][CH2:25][CH3:26])=[O:23])[C:11](=[O:30])[CH2:10][O:9]2)=[CH:4][CH:3]=1.Br[CH2:32][C:33]1[CH:40]=[CH:39][C:38]([S:41][CH3:42])=[CH:37][C:34]=1[C:35]#[N:36]. (6) Given the product [Cl:25][C:26]1[N:30]2[CH:31]=[C:32]([C:39]3[O:40][CH:41]=[CH:42][CH:43]=3)[CH:33]=[C:34]([C:35]([F:38])([F:36])[F:37])[C:29]2=[N:28][C:27]=1[C:44]([N:55]1[CH2:56][CH2:57][CH2:58][CH:53]([C:47]2[CH:52]=[CH:51][CH:50]=[CH:49][CH:48]=2)[CH2:54]1)=[O:46], predict the reactants needed to synthesize it. The reactants are: CN(C(ON1N=NC2C=CC=NC1=2)=[N+](C)C)C.F[P-](F)(F)(F)(F)F.[Cl:25][C:26]1[N:30]2[CH:31]=[C:32]([C:39]3[O:40][CH:41]=[CH:42][CH:43]=3)[CH:33]=[C:34]([C:35]([F:38])([F:37])[F:36])[C:29]2=[N:28][C:27]=1[C:44]([OH:46])=O.[C:47]1([CH:53]2[CH2:58][CH2:57][CH2:56][NH:55][CH2:54]2)[CH:52]=[CH:51][CH:50]=[CH:49][CH:48]=1. (7) Given the product [CH2:1]([N:8]([CH:12]([C:15]1[CH:20]=[CH:19][C:18]([F:21])=[CH:17][CH:16]=1)[C:13]([NH2:14])=[O:24])[CH2:9][CH2:10][OH:11])[C:2]1[CH:3]=[CH:4][CH:5]=[CH:6][CH:7]=1, predict the reactants needed to synthesize it. The reactants are: [CH2:1]([N:8]([CH:12]([C:15]1[CH:20]=[CH:19][C:18]([F:21])=[CH:17][CH:16]=1)[C:13]#[N:14])[CH2:9][CH2:10][OH:11])[C:2]1[CH:7]=[CH:6][CH:5]=[CH:4][CH:3]=1.CS(C)=[O:24].